Dataset: Forward reaction prediction with 1.9M reactions from USPTO patents (1976-2016). Task: Predict the product of the given reaction. (1) Given the reactants [NH2:1][C:2]1[CH:3]=[CH:4][C:5]([C:8]2[N:13]=[C:12]([OH:14])[CH:11]=[C:10]([C:15]([F:18])([F:17])[F:16])[N:9]=2)=[N:6][CH:7]=1.C([O-])([O-])=O.[K+].[K+].[CH2:25](I)[CH3:26], predict the reaction product. The product is: [CH2:25]([O:14][C:12]1[CH:11]=[C:10]([C:15]([F:18])([F:17])[F:16])[N:9]=[C:8]([C:5]2[N:6]=[CH:7][C:2]([NH2:1])=[CH:3][CH:4]=2)[N:13]=1)[CH3:26]. (2) Given the reactants [CH2:1]([C:4]1[CH:5]=[CH:6][C:7]([O:20][CH3:21])=[C:8]([C:10]2[CH:15]=[CH:14][C:13]([O:16]CC=C)=[CH:12][CH:11]=2)[CH:9]=1)[CH:2]=[CH2:3].[Cl-].C([Al+]CC)C.[CH3:28][CH2:29][CH2:30]CCC, predict the reaction product. The product is: [CH2:30]([C:14]1[CH:15]=[C:10]([C:8]2[CH:9]=[C:4]([CH2:1][CH:2]=[CH2:3])[CH:5]=[CH:6][C:7]=2[O:20][CH3:21])[CH:11]=[CH:12][C:13]=1[OH:16])[CH:29]=[CH2:28]. (3) Given the reactants [F:1][C:2]1[CH:8]=[CH:7][CH:6]=[C:5]([F:9])[C:3]=1[NH2:4].[H-].[Na+].Cl[C:13]1[N:21]=[C:20]([I:22])[N:19]=[C:18]2[C:14]=1[N:15]=[CH:16][N:17]2[CH3:23].[NH4+].[Cl-], predict the reaction product. The product is: [F:1][C:2]1[CH:8]=[CH:7][CH:6]=[C:5]([F:9])[C:3]=1[NH:4][C:13]1[N:21]=[C:20]([I:22])[N:19]=[C:18]2[C:14]=1[N:15]=[CH:16][N:17]2[CH3:23]. (4) The product is: [CH:28]([O:30][C:2]1[CH:7]=[CH:6][C:5]([C:8]2[N:12]=[C:11]([C:13]3[CH:17]=[C:16]([CH3:18])[N:15]([CH2:19][C:20]4[CH:25]=[CH:24][C:23]([CH3:26])=[CH:22][CH:21]=4)[N:14]=3)[O:10][N:9]=2)=[CH:4][CH:3]=1)([CH3:29])[CH3:27]. Given the reactants I[C:2]1[CH:7]=[CH:6][C:5]([C:8]2[N:12]=[C:11]([C:13]3[CH:17]=[C:16]([CH3:18])[N:15]([CH2:19][C:20]4[CH:25]=[CH:24][C:23]([CH3:26])=[CH:22][CH:21]=4)[N:14]=3)[O:10][N:9]=2)=[CH:4][CH:3]=1.[CH3:27][CH:28]([OH:30])[CH3:29].N1C2C(=CC=C3C=2N=CC=C3)C=CC=1.C(=O)([O-])[O-].[Cs+].[Cs+], predict the reaction product. (5) Given the reactants CO.C([O:11][C:12]1[CH:17]=[CH:16][C:15]([C:18]2[CH:23]=[CH:22][C:21]([O:24][CH2:25][CH2:26][C:27]([CH3:30])([CH3:29])[CH3:28])=[C:20]([N+:31]([O-:33])=[O:32])[CH:19]=2)=[CH:14][CH:13]=1)(=O)C1C=CC=CC=1.[OH-].[Li+].Cl, predict the reaction product. The product is: [CH3:28][C:27]([CH3:30])([CH3:29])[CH2:26][CH2:25][O:24][C:21]1[CH:22]=[CH:23][C:18]([C:15]2[CH:16]=[CH:17][C:12]([OH:11])=[CH:13][CH:14]=2)=[CH:19][C:20]=1[N+:31]([O-:33])=[O:32]. (6) Given the reactants [CH2:1]([C:3](=[CH2:6])[CH:4]=[O:5])[CH3:2].[CH:7]1([Mg]Cl)[CH2:12][CH2:11][CH2:10][CH2:9][CH2:8]1.C(OCC)C, predict the reaction product. The product is: [CH:7]1([CH:4]([OH:5])[C:3](=[CH2:6])[CH2:1][CH3:2])[CH2:12][CH2:11][CH2:10][CH2:9][CH2:8]1. (7) The product is: [Br:1][C:2]1[CH:7]=[CH:6][C:5]([O:8][CH:21]2[CH2:24][O:23][CH2:22]2)=[CH:4][C:3]=1[F:9]. Given the reactants [Br:1][C:2]1[CH:7]=[CH:6][C:5]([OH:8])=[CH:4][C:3]=1[F:9].CC1C=CC(S(O[CH:21]2[CH2:24][O:23][CH2:22]2)(=O)=O)=CC=1.C(=O)([O-])[O-].[Cs+].[Cs+], predict the reaction product. (8) Given the reactants [Br:1][C:2]1[CH:7]=[C:6]([F:8])[C:5]([N+:9]([O-:11])=[O:10])=[CH:4][C:3]=1[CH2:12][C:13]([OH:15])=[O:14].OS(O)(=O)=O.[CH3:21][CH2:22]O, predict the reaction product. The product is: [Br:1][C:2]1[CH:7]=[C:6]([F:8])[C:5]([N+:9]([O-:11])=[O:10])=[CH:4][C:3]=1[CH2:12][C:13]([O:15][CH2:21][CH3:22])=[O:14].